From a dataset of NCI-60 drug combinations with 297,098 pairs across 59 cell lines. Regression. Given two drug SMILES strings and cell line genomic features, predict the synergy score measuring deviation from expected non-interaction effect. (1) Drug 1: CN(CCCl)CCCl.Cl. Drug 2: C(CCl)NC(=O)N(CCCl)N=O. Cell line: OVCAR3. Synergy scores: CSS=12.4, Synergy_ZIP=-6.91, Synergy_Bliss=-3.72, Synergy_Loewe=-19.6, Synergy_HSA=-5.46. (2) Drug 1: C(=O)(N)NO. Drug 2: CC(C)CN1C=NC2=C1C3=CC=CC=C3N=C2N. Cell line: DU-145. Synergy scores: CSS=2.37, Synergy_ZIP=0.225, Synergy_Bliss=2.88, Synergy_Loewe=3.09, Synergy_HSA=2.26. (3) Drug 1: CC1=C2C(C(=O)C3(C(CC4C(C3C(C(C2(C)C)(CC1OC(=O)C(C(C5=CC=CC=C5)NC(=O)OC(C)(C)C)O)O)OC(=O)C6=CC=CC=C6)(CO4)OC(=O)C)OC)C)OC. Cell line: UACC-257. Drug 2: C1=CC(=CC=C1CCC2=CNC3=C2C(=O)NC(=N3)N)C(=O)NC(CCC(=O)O)C(=O)O. Synergy scores: CSS=15.7, Synergy_ZIP=-3.30, Synergy_Bliss=-3.84, Synergy_Loewe=-1.42, Synergy_HSA=-0.187. (4) Drug 1: C(=O)(N)NO. Drug 2: CC1CCCC2(C(O2)CC(NC(=O)CC(C(C(=O)C(C1O)C)(C)C)O)C(=CC3=CSC(=N3)C)C)C. Cell line: DU-145. Synergy scores: CSS=33.1, Synergy_ZIP=0.122, Synergy_Bliss=-3.37, Synergy_Loewe=-5.89, Synergy_HSA=-1.57. (5) Drug 1: C1C(C(OC1N2C=NC3=C(N=C(N=C32)Cl)N)CO)O. Drug 2: C1CNP(=O)(OC1)N(CCCl)CCCl. Cell line: COLO 205. Synergy scores: CSS=49.7, Synergy_ZIP=-0.359, Synergy_Bliss=-2.76, Synergy_Loewe=-44.5, Synergy_HSA=-3.59. (6) Drug 1: C1C(C(OC1N2C=C(C(=O)NC2=O)F)CO)O. Drug 2: CS(=O)(=O)CCNCC1=CC=C(O1)C2=CC3=C(C=C2)N=CN=C3NC4=CC(=C(C=C4)OCC5=CC(=CC=C5)F)Cl. Cell line: SNB-19. Synergy scores: CSS=17.1, Synergy_ZIP=-8.00, Synergy_Bliss=-0.0901, Synergy_Loewe=-30.6, Synergy_HSA=-1.85. (7) Drug 1: CC(C)(C1=NC(=CC=C1)N2C3=NC(=NC=C3C(=O)N2CC=C)NC4=CC=C(C=C4)N5CCN(CC5)C)O. Drug 2: C1=CC(=C(C=C1I)F)NC2=C(C=CC(=C2F)F)C(=O)NOCC(CO)O. Cell line: HCT116. Synergy scores: CSS=64.1, Synergy_ZIP=4.88, Synergy_Bliss=5.88, Synergy_Loewe=6.25, Synergy_HSA=10.9.